This data is from HIV replication inhibition screening data with 41,000+ compounds from the AIDS Antiviral Screen. The task is: Binary Classification. Given a drug SMILES string, predict its activity (active/inactive) in a high-throughput screening assay against a specified biological target. (1) The molecule is CC1C(=O)CC(c2cccs2)N(N=O)C1c1cccs1. The result is 0 (inactive). (2) The drug is COCC(N=CN1CCc2ccccc2C1)c1ccccc1. The result is 0 (inactive). (3) The molecule is Cc1oc2c(c(C)nn2-c2ccccc2)c(=O)c1Cl. The result is 0 (inactive). (4) The drug is Oc1nnc(NNc2ccccc2)c2nnn(C3CCCCC3)c12. The result is 0 (inactive). (5) The compound is CC(C)(C)c1cc(CCC(=O)Nc2ccc(Cl)cc2)nc(NC#N)n1. The result is 0 (inactive). (6) The molecule is Cc1noc2c1NC(=O)OCC2. The result is 0 (inactive). (7) The drug is CC(C)(C)OC(=O)NC12C3C4C1C1C2C3C41NC(=O)OC(C)(C)C. The result is 0 (inactive). (8) The compound is COc1c(C)c(O)c2c(c1C)OC(c1ccccc1)CC2=O. The result is 0 (inactive).